This data is from Tox21: 12 toxicity assays (nuclear receptors and stress response pathways). The task is: Binary classification across 12 toxicity assays. (1) The molecule is O=C1C(=O)c2cccc3cccc1c23. It tested positive (active) for: NR-AhR (Aryl hydrocarbon Receptor agonist activity), and SR-p53 (p53 tumor suppressor activation). (2) The molecule is CCNc1cc(O)ccc1C. It tested positive (active) for: NR-AhR (Aryl hydrocarbon Receptor agonist activity).